Task: Predict hERG channel inhibition at various concentrations.. Dataset: hERG Central: cardiac toxicity at 1µM, 10µM, and general inhibition (1) The molecule is CCN1CCN(C(c2cccnc2)c2c(NC(=O)c3ccco3)sc(C)c2C)CC1. Results: hERG_inhib (hERG inhibition (general)): blocker. (2) The drug is CS(=O)(=O)Nc1ccc(C2=NN(C(=O)c3ccco3)C(c3ccccc3)C2)cc1. Results: hERG_inhib (hERG inhibition (general)): blocker. (3) The drug is CCCNS(=O)(=O)c1ccc(OCC(=O)N2CCN(Cc3ccc4c(c3)OCO4)CC2)c(C)c1. Results: hERG_inhib (hERG inhibition (general)): blocker. (4) The compound is COc1ccc(CCN(C)C2CCCN(S(=O)(=O)c3ccccc3F)C2)cc1OC. Results: hERG_inhib (hERG inhibition (general)): blocker. (5) The compound is COc1cccc(C(=O)NCCSCc2ccccc2Cl)c1. Results: hERG_inhib (hERG inhibition (general)): blocker.